The task is: Predict the reactants needed to synthesize the given product.. This data is from Full USPTO retrosynthesis dataset with 1.9M reactions from patents (1976-2016). (1) Given the product [CH2:62]([N:59]1[CH2:60][CH2:61][C@@H:56]([NH:55][C:22]2[CH:23]=[CH:24][C:19]([S:16]([NH:15][C:13](=[O:14])[C:12]3[CH:29]=[CH:30][C:31]([N:33]4[CH2:34][CH2:35][N:36]([CH2:39][C:40]5[CH2:45][CH2:44][C:43]([CH3:46])([CH3:47])[CH2:42][C:41]=5[C:48]5[CH:53]=[CH:52][C:51]([Cl:54])=[CH:50][CH:49]=5)[CH2:37][CH2:38]4)=[CH:32][C:11]=3[O:10][C:6]3[CH:5]=[C:4]4[C:9](=[CH:8][CH:7]=3)[NH:1][CH:2]=[CH:3]4)(=[O:17])=[O:18])=[CH:20][C:21]=2[N+:26]([O-:28])=[O:27])[C@@H:57]([OH:69])[CH2:58]1)[C:63]1[CH:64]=[CH:65][CH:66]=[CH:67][CH:68]=1, predict the reactants needed to synthesize it. The reactants are: [NH:1]1[C:9]2[C:4](=[CH:5][C:6]([O:10][C:11]3[CH:32]=[C:31]([N:33]4[CH2:38][CH2:37][N:36]([CH2:39][C:40]5[CH2:45][CH2:44][C:43]([CH3:47])([CH3:46])[CH2:42][C:41]=5[C:48]5[CH:53]=[CH:52][C:51]([Cl:54])=[CH:50][CH:49]=5)[CH2:35][CH2:34]4)[CH:30]=[CH:29][C:12]=3[C:13]([NH:15][S:16]([C:19]3[CH:24]=[CH:23][C:22](Cl)=[C:21]([N+:26]([O-:28])=[O:27])[CH:20]=3)(=[O:18])=[O:17])=[O:14])=[CH:7][CH:8]=2)[CH:3]=[CH:2]1.[NH2:55][C@@H:56]1[CH2:61][CH2:60][N:59]([CH2:62][C:63]2[CH:68]=[CH:67][CH:66]=[CH:65][CH:64]=2)[CH2:58][C@@H:57]1[OH:69].Cl.C(N(CC)CC)C. (2) The reactants are: ClC1C=C(C=CC=1)C(OO)=[O:6].[CH3:12][O:13][C:14]1[CH:15]=[C:16]([NH:25][C:26](=[O:40])[C:27]([NH:29][C:30]([CH3:39])([CH3:38])[CH2:31][C:32]2[CH:37]=[CH:36][N:35]=[CH:34][CH:33]=2)=[O:28])[CH:17]=[CH:18][C:19]=1[C:20]1[O:24][CH:23]=[N:22][CH:21]=1. Given the product [CH3:12][O:13][C:14]1[CH:15]=[C:16]([NH:25][C:26](=[O:40])[C:27]([NH:29][C:30]([CH3:38])([CH3:39])[CH2:31][C:32]2[CH:33]=[CH:34][N+:35]([O-:6])=[CH:36][CH:37]=2)=[O:28])[CH:17]=[CH:18][C:19]=1[C:20]1[O:24][CH:23]=[N:22][CH:21]=1, predict the reactants needed to synthesize it. (3) The reactants are: [OH-].[K+].C1([C:9]([NH:11][CH:12]([CH:19]2[CH2:24][CH2:23][O:22][CH2:21][CH2:20]2)[CH:13]([OH:18])[C:14]([NH:16][NH2:17])=[O:15])=[O:10])CCCCC1.[C:25](=[S:27])=S.[C:28](O)(=O)[CH2:29][C:30]([CH2:35][C:36](O)=O)(C(O)=O)O.[CH3:41]O. Given the product [OH:18][CH:13]([CH:14]1[O:15][C:25](=[S:27])[N:17]=[N:16]1)[C:12]([N:11]=[C:9]=[O:10])([CH:28]1[CH2:29][CH2:30][CH2:35][CH2:36][CH2:41]1)[CH:19]1[CH2:20][CH2:21][O:22][CH2:23][CH2:24]1, predict the reactants needed to synthesize it. (4) Given the product [NH2:1][CH:2]([CH3:13])[CH2:3][N:4]1[CH2:9][CH2:8][N:7]([C:10](=[S:30])[CH3:11])[CH2:6][CH2:5]1, predict the reactants needed to synthesize it. The reactants are: [NH2:1][CH:2]([CH3:13])[CH2:3][N:4]1[CH2:9][CH2:8][N:7]([C:10](=O)[CH3:11])[CH2:6][CH2:5]1.C(N(CC)CC)C.COC1C=CC(P2(SP(C3C=CC(OC)=CC=3)(=S)S2)=[S:30])=CC=1. (5) Given the product [CH3:11][C:7]1[CH:8]=[CH:9][CH:10]=[C:5]2[C:6]=1[CH:12]=[C:14]([CH2:15][CH2:23][CH2:22][N:16]1[CH2:21][CH2:20][CH2:19][CH2:18][CH2:17]1)[NH:3][C:4]2=[O:13], predict the reactants needed to synthesize it. The reactants are: C([N:3]([CH2:14][CH3:15])[C:4](=[O:13])[C:5]1[CH:10]=[CH:9][CH:8]=[C:7]([CH3:11])[C:6]=1[CH3:12])C.[N:16]1([CH2:22][CH2:23]CC#N)[CH2:21][CH2:20][CH2:19][CH2:18][CH2:17]1. (6) The reactants are: [Cl:1][C:2]1[S:6][C:5]([C:7](Cl)=[O:8])=[CH:4][CH:3]=1.[NH2:10][C:11]1[CH:19]=[CH:18][CH:17]=[C:16]2[C:12]=1[CH2:13][N:14]([CH2:21][CH2:22][CH:23]1[CH2:28][CH2:27][N:26]([C:29]([O:31][C:32]([CH3:35])([CH3:34])[CH3:33])=[O:30])[CH2:25][CH2:24]1)[C:15]2=[O:20].N1C=CC=CC=1. Given the product [Cl:1][C:2]1[S:6][C:5]([C:7]([NH:10][C:11]2[CH:19]=[CH:18][CH:17]=[C:16]3[C:12]=2[CH2:13][N:14]([CH2:21][CH2:22][CH:23]2[CH2:28][CH2:27][N:26]([C:29]([O:31][C:32]([CH3:35])([CH3:34])[CH3:33])=[O:30])[CH2:25][CH2:24]2)[C:15]3=[O:20])=[O:8])=[CH:4][CH:3]=1, predict the reactants needed to synthesize it.